From a dataset of CYP2D6 inhibition data for predicting drug metabolism from PubChem BioAssay. Regression/Classification. Given a drug SMILES string, predict its absorption, distribution, metabolism, or excretion properties. Task type varies by dataset: regression for continuous measurements (e.g., permeability, clearance, half-life) or binary classification for categorical outcomes (e.g., BBB penetration, CYP inhibition). Dataset: cyp2d6_veith. (1) The drug is COCC(=O)N1CCC2(CC1)CCN(C(=O)Nc1ccc(OC)cc1)CC2. The result is 0 (non-inhibitor). (2) The molecule is CN1CCC[C@H](C(=O)OCC(=O)[C@]2(O)CC[C@@H]3[C@H]4CCC5=CC(=O)CC[C@@]5(C)[C@H]4[C@@H](O)C[C@]32C)C1. The result is 0 (non-inhibitor). (3) The compound is C[C@@]12CC[C@@H]3[C@@H]4CCC(=O)C=C4CC[C@@H]3[C@H]1CC[C@H]2OC1(O)C(=O)c2ccccc2C1=O. The result is 0 (non-inhibitor). (4) The compound is COc1ccc(C(=O)Nc2ccc3c(c2)nc(CN2CCN(C(C)=O)CC2)n3C)cc1. The result is 0 (non-inhibitor). (5) The molecule is CN(C)CCN(C)CCc1ccc(Cl)c(Cl)c1. The result is 0 (non-inhibitor). (6) The compound is COc1ccc(-c2nc3cnc(N4CCOCC4)nc3n(-c3ccc(OC)cc3)c2=O)cc1. The result is 0 (non-inhibitor).